This data is from Full USPTO retrosynthesis dataset with 1.9M reactions from patents (1976-2016). The task is: Predict the reactants needed to synthesize the given product. (1) Given the product [F:21][C:2]([F:1])([F:20])[C:3]1[CH:8]=[CH:7][C:6]([S:9][C:10]2[N:11]([CH2:28][CH2:29][CH2:30][CH3:31])[C:12]3[C:17]([N:18]=2)=[C:16]([NH2:19])[N:15]=[CH:14][N:13]=3)=[CH:5][CH:4]=1, predict the reactants needed to synthesize it. The reactants are: [F:1][C:2]([F:21])([F:20])[C:3]1[CH:8]=[CH:7][C:6]([S:9][C:10]2[NH:11][C:12]3[C:17]([N:18]=2)=[C:16]([NH2:19])[N:15]=[CH:14][N:13]=3)=[CH:5][CH:4]=1.C([O-])([O-])=O.[Cs+].[Cs+].[CH2:28](OS(C1C=CC(C)=CC=1)(=O)=O)[CH2:29][CH2:30][CH3:31]. (2) The reactants are: Cl[C:2]1[C:11]2=[N:12][N:13](CC3C=CC(OC)=CC=3)[CH:14]=[C:10]2[C:9]2[CH:8]=[C:7]([O:24][CH3:25])[CH:6]=[CH:5][C:4]=2[N:3]=1.[NH2:26][C:27]1[CH:28]=[CH:29][C:30]([O:37][CH3:38])=[C:31]([NH:33][C:34](=[O:36])[CH3:35])[CH:32]=1.Cl. Given the product [CH3:38][O:37][C:30]1[CH:29]=[CH:28][C:27]([NH:26][C:2]2[C:11]3=[N:12][NH:13][CH:14]=[C:10]3[C:9]3[CH:8]=[C:7]([O:24][CH3:25])[CH:6]=[CH:5][C:4]=3[N:3]=2)=[CH:32][C:31]=1[NH:33][C:34](=[O:36])[CH3:35], predict the reactants needed to synthesize it. (3) The reactants are: [C:1]1([C:25]2[CH:30]=[CH:29][CH:28]=[CH:27][CH:26]=2)[CH:6]=[CH:5][C:4]([NH:7][C:8]([C:10]2[CH:19]=[CH:18][C:13]([C:14]([O:16][CH3:17])=[O:15])=[C:12]([NH:20][C:21](=[O:24])[CH2:22]Cl)[CH:11]=2)=[O:9])=[CH:3][CH:2]=1.[NH:31]1[CH2:36][CH2:35][O:34][CH2:33][CH2:32]1.C(N(CC)CC)C.[I-].[K+]. Given the product [C:1]1([C:25]2[CH:30]=[CH:29][CH:28]=[CH:27][CH:26]=2)[CH:6]=[CH:5][C:4]([NH:7][C:8]([C:10]2[CH:19]=[CH:18][C:13]([C:14]([O:16][CH3:17])=[O:15])=[C:12]([NH:20][C:21](=[O:24])[CH2:22][N:31]3[CH2:36][CH2:35][O:34][CH2:33][CH2:32]3)[CH:11]=2)=[O:9])=[CH:3][CH:2]=1, predict the reactants needed to synthesize it. (4) Given the product [ClH:21].[NH:8]1[CH2:13][CH2:12][CH:11]([CH2:14][C:15]([CH3:20])([CH3:19])[CH2:16][C:17]#[N:18])[CH2:10][CH2:9]1, predict the reactants needed to synthesize it. The reactants are: C(OC([N:8]1[CH2:13][CH2:12][CH:11]([CH2:14][C:15]([CH3:20])([CH3:19])[CH2:16][C:17]#[N:18])[CH2:10][CH2:9]1)=O)(C)(C)C.[ClH:21]. (5) The reactants are: [F:1][C:2]1[CH:7]=[CH:6][C:5]([C:8](C2N=C(NC3C=C(C)NN=3)C3C=C(C)SC=3N=2)=[O:9])=[CH:4][CH:3]=1.[BH4-].[Na+]. Given the product [F:1][C:2]1[CH:7]=[CH:6][C:5]([CH:8]=[O:9])=[CH:4][CH:3]=1, predict the reactants needed to synthesize it. (6) Given the product [Cl:1][C:2]1[CH:11]=[C:10]([Cl:12])[C:9]2[C:4](=[CH:5][C:6]([S:14][C:15]3[CH:16]=[C:17]([C:21]4([C:27]#[N:28])[CH2:22][CH2:23][O:24][CH2:25][CH2:26]4)[CH:18]=[CH:19][CH:20]=3)=[CH:7][CH:8]=2)[N:3]=1, predict the reactants needed to synthesize it. The reactants are: [Cl:1][C:2]1[CH:11]=[C:10]([Cl:12])[C:9]2[C:4](=[CH:5][C:6](I)=[CH:7][CH:8]=2)[N:3]=1.[SH:14][C:15]1[CH:16]=[C:17]([C:21]2([C:27]#[N:28])[CH2:26][CH2:25][O:24][CH2:23][CH2:22]2)[CH:18]=[CH:19][CH:20]=1.C1(P(C2C=CC=CC=2)C2C3OC4C(=CC=CC=4P(C4C=CC=CC=4)C4C=CC=CC=4)C(C)(C)C=3C=CC=2)C=CC=CC=1.CCN(C(C)C)C(C)C. (7) Given the product [CH2:11]([O:18][C:19]1[CH:24]=[CH:23][N:22]([C:25]2[S:26][C:27]([C:31]([NH:10][CH:2]3[CH2:3][C:4]4[C:9](=[CH:8][CH:7]=[CH:6][CH:5]=4)[CH2:1]3)=[O:32])=[C:28]([CH3:30])[N:29]=2)[C:21](=[O:34])[CH:20]=1)[C:12]1[CH:17]=[CH:16][CH:15]=[CH:14][CH:13]=1, predict the reactants needed to synthesize it. The reactants are: [CH2:1]1[C:9]2[C:4](=[CH:5][CH:6]=[CH:7][CH:8]=2)[CH2:3][CH:2]1[NH2:10].[CH2:11]([O:18][C:19]1[CH:24]=[CH:23][N:22]([C:25]2[S:26][C:27]([C:31](O)=[O:32])=[C:28]([CH3:30])[N:29]=2)[C:21](=[O:34])[CH:20]=1)[C:12]1[CH:17]=[CH:16][CH:15]=[CH:14][CH:13]=1.